Task: Regression. Given two drug SMILES strings and cell line genomic features, predict the synergy score measuring deviation from expected non-interaction effect.. Dataset: NCI-60 drug combinations with 297,098 pairs across 59 cell lines (1) Drug 1: CCC1(CC2CC(C3=C(CCN(C2)C1)C4=CC=CC=C4N3)(C5=C(C=C6C(=C5)C78CCN9C7C(C=CC9)(C(C(C8N6C=O)(C(=O)OC)O)OC(=O)C)CC)OC)C(=O)OC)O.OS(=O)(=O)O. Drug 2: CC1=C2C(C(=O)C3(C(CC4C(C3C(C(C2(C)C)(CC1OC(=O)C(C(C5=CC=CC=C5)NC(=O)C6=CC=CC=C6)O)O)OC(=O)C7=CC=CC=C7)(CO4)OC(=O)C)O)C)OC(=O)C. Cell line: SN12C. Synergy scores: CSS=24.8, Synergy_ZIP=-5.29, Synergy_Bliss=-3.03, Synergy_Loewe=-8.64, Synergy_HSA=-1.63. (2) Drug 1: C1=CC(=CC=C1CCCC(=O)O)N(CCCl)CCCl. Drug 2: CCN(CC)CCNC(=O)C1=C(NC(=C1C)C=C2C3=C(C=CC(=C3)F)NC2=O)C. Cell line: SNB-19. Synergy scores: CSS=16.6, Synergy_ZIP=-0.838, Synergy_Bliss=2.86, Synergy_Loewe=1.63, Synergy_HSA=1.86. (3) Drug 1: C1=C(C(=O)NC(=O)N1)N(CCCl)CCCl. Drug 2: CN1C2=C(C=C(C=C2)N(CCCl)CCCl)N=C1CCCC(=O)O.Cl. Cell line: NCI-H322M. Synergy scores: CSS=-3.52, Synergy_ZIP=0.682, Synergy_Bliss=-0.610, Synergy_Loewe=-2.80, Synergy_HSA=-2.52. (4) Drug 1: CN(CC1=CN=C2C(=N1)C(=NC(=N2)N)N)C3=CC=C(C=C3)C(=O)NC(CCC(=O)O)C(=O)O. Drug 2: CC1=C(C(CCC1)(C)C)C=CC(=CC=CC(=CC(=O)O)C)C. Cell line: KM12. Synergy scores: CSS=44.7, Synergy_ZIP=-1.73, Synergy_Bliss=-1.63, Synergy_Loewe=-57.3, Synergy_HSA=-2.75. (5) Drug 1: CCCS(=O)(=O)NC1=C(C(=C(C=C1)F)C(=O)C2=CNC3=C2C=C(C=N3)C4=CC=C(C=C4)Cl)F. Drug 2: CCC1=C2CN3C(=CC4=C(C3=O)COC(=O)C4(CC)O)C2=NC5=C1C=C(C=C5)O. Cell line: KM12. Synergy scores: CSS=17.6, Synergy_ZIP=-0.0671, Synergy_Bliss=2.89, Synergy_Loewe=-17.0, Synergy_HSA=0.0741. (6) Drug 1: C1=NC(=NC(=O)N1C2C(C(C(O2)CO)O)O)N. Drug 2: C(CCl)NC(=O)N(CCCl)N=O. Cell line: BT-549. Synergy scores: CSS=25.2, Synergy_ZIP=-1.24, Synergy_Bliss=3.38, Synergy_Loewe=-2.18, Synergy_HSA=4.97. (7) Drug 1: CC1C(C(CC(O1)OC2CC(CC3=C2C(=C4C(=C3O)C(=O)C5=C(C4=O)C(=CC=C5)OC)O)(C(=O)C)O)N)O.Cl. Drug 2: CS(=O)(=O)CCNCC1=CC=C(O1)C2=CC3=C(C=C2)N=CN=C3NC4=CC(=C(C=C4)OCC5=CC(=CC=C5)F)Cl. Cell line: SK-MEL-5. Synergy scores: CSS=15.0, Synergy_ZIP=-0.273, Synergy_Bliss=11.6, Synergy_Loewe=-12.8, Synergy_HSA=4.69.